This data is from Reaction yield outcomes from USPTO patents with 853,638 reactions. The task is: Predict the reaction yield, written as a fraction of the theoretical maximum amount of product (1.0 means a 100% yield; for example, 0.34 means a 34% yield). (1) The reactants are Cl[C:2]1[N:7]2[N:8]=[CH:9][CH:10]=[C:6]2[N:5]=[C:4]([CH3:11])[C:3]=1[CH:12]([CH2:18][CH2:19][CH3:20])[C:13]([O:15][CH2:16][CH3:17])=[O:14].[C:21]([NH:28][C@H:29]1[CH2:34][CH2:33][CH2:32][NH:31][CH2:30]1)([O:23][C:24]([CH3:27])([CH3:26])[CH3:25])=[O:22].C(N(C(C)C)CC)(C)C. The catalyst is C1(C)C=CC=CC=1. The product is [C:24]([O:23][C:21]([NH:28][C@H:29]1[CH2:34][CH2:33][CH2:32][N:31]([C:2]2[N:7]3[N:8]=[CH:9][CH:10]=[C:6]3[N:5]=[C:4]([CH3:11])[C:3]=2[CH:12]([CH2:18][CH2:19][CH3:20])[C:13]([O:15][CH2:16][CH3:17])=[O:14])[CH2:30]1)=[O:22])([CH3:27])([CH3:25])[CH3:26]. The yield is 0.870. (2) The reactants are [F:1][C:2]1[CH:7]=[C:6]([C:8](O)=[O:9])[CH:5]=[CH:4][C:3]=1[C:11]1[CH:16]=[CH:15][C:14]([O:17][CH2:18][CH:19]2[CH2:24][CH2:23][N:22]([CH2:25][C:26]3([C:30]([F:33])([F:32])[F:31])[CH2:29][CH2:28][CH2:27]3)[CH2:21][CH2:20]2)=[CH:13][CH:12]=1.[NH:34]1[CH2:38][CH2:37][CH2:36][C@@H:35]1[CH2:39][OH:40].C1C=CC2N(O)N=NC=2C=1.C(Cl)CCl.CCN(C(C)C)C(C)C. The catalyst is C(Cl)Cl.O. The product is [F:1][C:2]1[CH:7]=[C:6]([C:8]([N:34]2[CH2:38][CH2:37][CH2:36][C@@H:35]2[CH2:39][OH:40])=[O:9])[CH:5]=[CH:4][C:3]=1[C:11]1[CH:16]=[CH:15][C:14]([O:17][CH2:18][CH:19]2[CH2:20][CH2:21][N:22]([CH2:25][C:26]3([C:30]([F:31])([F:32])[F:33])[CH2:29][CH2:28][CH2:27]3)[CH2:23][CH2:24]2)=[CH:13][CH:12]=1. The yield is 0.690. (3) The reactants are [CH3:1][C:2]1([CH3:25])[C:6]([CH3:8])([CH3:7])[O:5][B:4]([C:9]2[CH:14]=[CH:13][C:12]([NH:15][C:16](=O)[O:17]C3C=CC=CC=3)=[CH:11][CH:10]=2)[O:3]1.[CH3:26][NH2:27].C1COCC1. The catalyst is C1COCC1. The product is [CH3:26][NH:27][C:16]([NH:15][C:12]1[CH:13]=[CH:14][C:9]([B:4]2[O:3][C:2]([CH3:25])([CH3:1])[C:6]([CH3:8])([CH3:7])[O:5]2)=[CH:10][CH:11]=1)=[O:17]. The yield is 0.880. (4) The reactants are C(N(CC)CC)C.ClC(OCC(C)C)=O.[CH3:16][O:17][C:18](=[O:29])[C:19]1[CH:27]=[C:26]([F:28])[CH:25]=[C:21]([C:22](O)=[O:23])[CH:20]=1.[BH4-].[Na+]. The catalyst is ClCCl.O. The product is [CH3:16][O:17][C:18](=[O:29])[C:19]1[CH:20]=[C:21]([CH2:22][OH:23])[CH:25]=[C:26]([F:28])[CH:27]=1. The yield is 0.540. (5) The reactants are [C:1]1([S:7][C:8]2[C:16]3[C:11](=[CH:12][CH:13]=[CH:14][C:15]=3[CH2:17][CH2:18][CH2:19][OH:20])[NH:10][CH:9]=2)[CH:6]=[CH:5][CH:4]=[CH:3][CH:2]=1.C(=O)([O-])[OH:22].[Na+].OOS([O-])=O.[K+].S([O-])(O[O-])(=O)=O.[K+].[K+].[OH2:40]. The catalyst is CC(C)=O.C(OCC)(=O)C. The product is [C:1]1([S:7]([C:8]2[C:16]3[C:11](=[CH:12][CH:13]=[CH:14][C:15]=3[CH2:17][CH2:18][CH2:19][OH:20])[NH:10][CH:9]=2)(=[O:22])=[O:40])[CH:2]=[CH:3][CH:4]=[CH:5][CH:6]=1. The yield is 0.900. (6) The reactants are [Br:1][C:2]1[C:3]([CH3:11])=[CH:4][C:5]([F:10])=[C:6]([CH:9]=1)[CH:7]=O.[NH2:12]OS(O)(=O)=O. The catalyst is O. The product is [Br:1][C:2]1[C:3]([CH3:11])=[CH:4][C:5]([F:10])=[C:6]([CH:9]=1)[C:7]#[N:12]. The yield is 0.800. (7) The reactants are [NH:1]([C:3]1[CH:11]=[CH:10][C:6]([C:7]([OH:9])=[O:8])=[CH:5][CH:4]=1)[NH2:2].[CH3:12][C:13](=O)[CH2:14][C:15](=O)[CH3:16]. The catalyst is C(O)(C)C. The product is [CH3:12][C:13]1[CH:14]=[C:15]([CH3:16])[N:1]([C:3]2[CH:4]=[CH:5][C:6]([C:7]([OH:9])=[O:8])=[CH:10][CH:11]=2)[N:2]=1. The yield is 0.990. (8) The reactants are C1(P(C2C=CC=CC=2)C2C=CC=CC=2)C=CC=CC=1.BrN1C(=O)CCC1=O.[CH:28]1(/[CH:33]=[C:34](\[C:38]2[CH:43]=[CH:42][C:41]([N:44]3[C:48]([CH3:49])=[N:47][N:46]=[N:45]3)=[C:40]([F:50])[CH:39]=2)/[C:35](O)=[O:36])[CH2:32][CH2:31][CH2:30][CH2:29]1.[NH2:51][C:52]1[S:53][CH:54]=[CH:55][N:56]=1. The catalyst is C(Cl)Cl. The product is [CH:28]1(/[CH:33]=[C:34](\[C:38]2[CH:43]=[CH:42][C:41]([N:44]3[C:48]([CH3:49])=[N:47][N:46]=[N:45]3)=[C:40]([F:50])[CH:39]=2)/[C:35]([NH:51][C:52]2[S:53][CH:54]=[CH:55][N:56]=2)=[O:36])[CH2:29][CH2:30][CH2:31][CH2:32]1. The yield is 0.200.